This data is from Reaction yield outcomes from USPTO patents with 853,638 reactions. The task is: Predict the reaction yield, written as a fraction of the theoretical maximum amount of product (1.0 means a 100% yield; for example, 0.34 means a 34% yield). (1) The reactants are [CH3:1][N:2]([CH3:34])[C:3]([C:5]1[S:9][C:8]2[CH:10]=[C:11]([C:14]([C:19]3[CH:24]=[CH:23][C:22]([O:25][CH2:26][C:27](=[O:32])[C:28]([CH3:31])([CH3:30])[CH3:29])=[C:21]([CH3:33])[CH:20]=3)([CH2:17][CH3:18])[CH2:15][CH3:16])[CH:12]=[CH:13][C:7]=2[CH:6]=1)=[O:4].[BH4-].[Na+]. No catalyst specified. The product is [CH3:34][N:2]([CH3:1])[C:3]([C:5]1[S:9][C:8]2[CH:10]=[C:11]([C:14]([CH2:15][CH3:16])([C:19]3[CH:24]=[CH:23][C:22]([O:25][CH2:26][CH:27]([OH:32])[C:28]([CH3:30])([CH3:31])[CH3:29])=[C:21]([CH3:33])[CH:20]=3)[CH2:17][CH3:18])[CH:12]=[CH:13][C:7]=2[CH:6]=1)=[O:4]. The yield is 1.00. (2) The reactants are CCN(CC)CC.Cl.[NH2:9][CH2:10][C:11]([C:13]1[CH:18]=[CH:17][C:16]([N+:19]([O-:21])=[O:20])=[CH:15][CH:14]=1)=[O:12].[CH2:22]([O:24][C:25](=[O:29])[C:26](Cl)=[O:27])[CH3:23]. The catalyst is CCOC(C)=O. The product is [N+:19]([C:16]1[CH:15]=[CH:14][C:13]([C:11](=[O:12])[CH2:10][NH:9][C:26](=[O:27])[C:25]([O:24][CH2:22][CH3:23])=[O:29])=[CH:18][CH:17]=1)([O-:21])=[O:20]. The yield is 0.590. (3) The reactants are [CH3:1][N:2]([CH3:14])[C:3]([C:5]1[CH:13]=[C:12]2[C:8]([CH:9]=[CH:10][NH:11]2)=[CH:7][CH:6]=1)=O.C([BH3-])#N.[Na+].O.[OH-].[Na+].[Cl:22]CCl. The catalyst is C(O)(=O)C. The product is [ClH:22].[ClH:22].[NH:11]1[C:12]2[C:8](=[CH:7][CH:6]=[C:5]([CH2:3][N:2]([CH3:14])[CH3:1])[CH:13]=2)[CH2:9][CH2:10]1. The yield is 0.780. (4) The reactants are C[O:2][C:3]([C:5]1[CH:9]=[C:8]([C:10]2[CH:15]=[CH:14][C:13]([NH:16][C:17](=[O:31])[CH2:18][C:19]3[CH:24]=[C:23]([O:25][CH3:26])[C:22]([O:27][CH3:28])=[C:21]([O:29][CH3:30])[CH:20]=3)=[CH:12][C:11]=2[N+:32]([O-:34])=[O:33])[O:7][C:6]=1[CH3:35])=[O:4].[Li+].[OH-].Cl. The catalyst is C1COCC1.CO.CCOC(C)=O. The product is [CH3:35][C:6]1[O:7][C:8]([C:10]2[CH:15]=[CH:14][C:13]([NH:16][C:17](=[O:31])[CH2:18][C:19]3[CH:24]=[C:23]([O:25][CH3:26])[C:22]([O:27][CH3:28])=[C:21]([O:29][CH3:30])[CH:20]=3)=[CH:12][C:11]=2[N+:32]([O-:34])=[O:33])=[CH:9][C:5]=1[C:3]([OH:4])=[O:2]. The yield is 0.710. (5) The reactants are CC(C)([O-])C.[K+].[Cl:7][C:8]1[C:9](F)=[N:10][CH:11]=[C:12]([O:14][CH2:15][CH2:16][CH2:17][O:18][CH:19]2[CH2:24][CH2:23][CH2:22][CH2:21][O:20]2)[CH:13]=1.CN(C)C(=O)C.[CH3:32][C:33]1[N:34]=[CH:35][C:36]([NH:39][C:40]2[C:49]3[C:44](=[CH:45][CH:46]=[C:47]([OH:50])[CH:48]=3)[N:43]=[CH:42][N:41]=2)=[N:37][CH:38]=1. The catalyst is O. The product is [Cl:7][C:8]1[C:9]([O:50][C:47]2[CH:48]=[C:49]3[C:44](=[CH:45][CH:46]=2)[N:43]=[CH:42][N:41]=[C:40]3[NH:39][C:36]2[CH:35]=[N:34][C:33]([CH3:32])=[CH:38][N:37]=2)=[N:10][CH:11]=[C:12]([O:14][CH2:15][CH2:16][CH2:17][O:18][CH:19]2[CH2:24][CH2:23][CH2:22][CH2:21][O:20]2)[CH:13]=1. The yield is 0.710. (6) The reactants are [CH3:1][C:2]1[C:7]([CH3:8])=[CH:6][C:5]([S:9]([NH:12][C:13]2[CH:14]=[CH:15][CH:16]=[C:17]3[C:22]=2[N:21]=[CH:20][CH:19]=[CH:18]3)(=[O:11])=[O:10])=[C:4]([N+:23]([O-])=O)[CH:3]=1.O.O.[Sn](Cl)Cl. No catalyst specified. The product is [NH2:23][C:4]1[CH:3]=[C:2]([CH3:1])[C:7]([CH3:8])=[CH:6][C:5]=1[S:9]([NH:12][C:13]1[CH:14]=[CH:15][CH:16]=[C:17]2[C:22]=1[N:21]=[CH:20][CH:19]=[CH:18]2)(=[O:11])=[O:10]. The yield is 0.660. (7) The reactants are Br[C:2]1[C:3]([O:8][CH:9]2[CH2:12][N:11]([C:13]3[CH:22]=[CH:21][C:20]4[C:15](=[CH:16][CH:17]=[CH:18][CH:19]=4)[N:14]=3)[CH2:10]2)=[N:4][CH:5]=[CH:6][CH:7]=1.[NH:23]1[CH2:28][CH2:27][CH:26]([C:29]#[N:30])[CH2:25][CH2:24]1.C1(P(C2C=CC=CC=2)C2C=CC3C(=CC=CC=3)C=2C2C3C(=CC=CC=3)C=CC=2P(C2C=CC=CC=2)C2C=CC=CC=2)C=CC=CC=1.C(O[Na])(C)(C)C. The catalyst is C1(C)C=CC=CC=1.C1C=CC(/C=C/C(/C=C/C2C=CC=CC=2)=O)=CC=1.C1C=CC(/C=C/C(/C=C/C2C=CC=CC=2)=O)=CC=1.C1C=CC(/C=C/C(/C=C/C2C=CC=CC=2)=O)=CC=1.[Pd].[Pd]. The product is [N:14]1[C:15]2[C:20](=[CH:19][CH:18]=[CH:17][CH:16]=2)[CH:21]=[CH:22][C:13]=1[N:11]1[CH2:12][CH:9]([O:8][C:3]2[C:2]([N:23]3[CH2:28][CH2:27][CH:26]([C:29]#[N:30])[CH2:25][CH2:24]3)=[CH:7][CH:6]=[CH:5][N:4]=2)[CH2:10]1. The yield is 0.400.